Dataset: Full USPTO retrosynthesis dataset with 1.9M reactions from patents (1976-2016). Task: Predict the reactants needed to synthesize the given product. (1) Given the product [F:23][CH:2]([F:1])[C:3]1[N:8]2[N:9]=[CH:10][C:11]([C:12]#[C:13][C:28]3[CH:29]=[CH:30][C:25]([NH2:24])=[N:26][CH:27]=3)=[C:7]2[N:6]=[C:5]([C:14]2[CH:19]=[CH:18][CH:17]=[C:16]([O:20][CH2:21][CH3:22])[CH:15]=2)[CH:4]=1, predict the reactants needed to synthesize it. The reactants are: [F:1][CH:2]([F:23])[C:3]1[N:8]2[N:9]=[CH:10][C:11]([C:12]#[CH:13])=[C:7]2[N:6]=[C:5]([C:14]2[CH:19]=[CH:18][CH:17]=[C:16]([O:20][CH2:21][CH3:22])[CH:15]=2)[CH:4]=1.[NH2:24][C:25]1[CH:30]=[CH:29][C:28](Br)=[CH:27][N:26]=1. (2) Given the product [OH:1][C:2]1[CH:7]=[CH:6][C:5]([C:8]2[CH:13]=[CH:12][C:11]([O:14][CH3:15])=[C:10]([CH2:16][CH:17]3[S:21][C:20]([N:31]4[CH2:35][CH2:34][CH2:33][CH2:32]4)=[N:19][C:18]3=[O:23])[CH:9]=2)=[CH:4][C:3]=1[C:24]1([CH3:30])[CH2:29][CH2:28][CH2:27][CH2:26][CH2:25]1, predict the reactants needed to synthesize it. The reactants are: [OH:1][C:2]1[CH:7]=[CH:6][C:5]([C:8]2[CH:13]=[CH:12][C:11]([O:14][CH3:15])=[C:10]([CH2:16][CH:17]3[S:21][C:20](=S)[NH:19][C:18]3=[O:23])[CH:9]=2)=[CH:4][C:3]=1[C:24]1([CH3:30])[CH2:29][CH2:28][CH2:27][CH2:26][CH2:25]1.[NH:31]1[CH2:35][CH2:34][CH2:33][CH2:32]1. (3) Given the product [Cl:1][C:2]1[C:3]([O:12][C:13]2[CH:18]=[C:17]([O:19][CH2:20][CH2:21][O:22][CH:23]3[CH2:24][CH2:25]3)[CH:16]=[CH:15][C:14]=2/[CH:26]=[CH:27]/[C:28]([OH:30])=[O:29])=[N:4][CH:5]=[C:6]([C:8]([F:9])([F:11])[F:10])[CH:7]=1, predict the reactants needed to synthesize it. The reactants are: [Cl:1][C:2]1[C:3]([O:12][C:13]2[CH:18]=[C:17]([O:19][CH2:20][CH2:21][O:22][CH:23]3[CH2:25][CH2:24]3)[CH:16]=[CH:15][C:14]=2/[CH:26]=[CH:27]/[C:28]([O:30]CC)=[O:29])=[N:4][CH:5]=[C:6]([C:8]([F:11])([F:10])[F:9])[CH:7]=1.[OH-].[Na+].Cl. (4) Given the product [Br:11][C:8]1[CH:9]=[N:10][C:2]([NH2:1])=[C:3]([CH:7]=1)[C:4]([OH:6])=[O:5], predict the reactants needed to synthesize it. The reactants are: [NH2:1][C:2]1[N:10]=[CH:9][CH:8]=[CH:7][C:3]=1[C:4]([OH:6])=[O:5].[Br:11]N1C(=O)CCC1=O. (5) Given the product [C:1]1([C:7]2[N:8]=[C:9]3[C:14](=[N:15][C:16]=2[C:17]2[CH:18]=[CH:19][CH:20]=[CH:21][CH:22]=2)[N:13]=[CH:12][N:11]=[C:10]3[NH:23][CH2:30][CH2:31][CH2:32][N:33]2[CH2:38][CH2:37][N:36]([CH3:39])[CH2:35][CH2:34]2)[CH:2]=[CH:3][CH:4]=[CH:5][CH:6]=1, predict the reactants needed to synthesize it. The reactants are: [C:1]1([C:7]2[N:8]=[C:9]3[C:14](=[N:15][C:16]=2[C:17]2[CH:22]=[CH:21][CH:20]=[CH:19][CH:18]=2)[N:13]=[CH:12][N:11]=[C:10]3[NH2:23])[CH:6]=[CH:5][CH:4]=[CH:3][CH:2]=1.S(=O)(=O)(O)N.N[CH2:30][CH2:31][CH2:32][N:33]1[CH2:38][CH2:37][N:36]([CH3:39])[CH2:35][CH2:34]1. (6) The reactants are: [C:1]([O:5][C:6]([N:8]1[CH2:12][CH2:11][CH:10]([NH:13][C:14](=[O:26])[C:15]2[CH:20]=[CH:19][C:18]([N:21]3[CH:25]=[CH:24][CH:23]=[N:22]3)=[CH:17][CH:16]=2)[CH2:9]1)=[O:7])([CH3:4])([CH3:3])[CH3:2].[CH3:27]O. Given the product [CH3:27][N:13]([C@@H:10]1[CH2:11][CH2:12][N:8]([C:6]([O:5][C:1]([CH3:4])([CH3:2])[CH3:3])=[O:7])[CH2:9]1)[C:14](=[O:26])[C:15]1[CH:16]=[CH:17][C:18]([N:21]2[CH:25]=[CH:24][CH:23]=[N:22]2)=[CH:19][CH:20]=1, predict the reactants needed to synthesize it. (7) Given the product [OH:1][NH:2][C:3](=[O:18])[C:4]1[CH:9]=[CH:8][CH:7]=[CH:6][C:5]=1[CH2:10][CH2:11][C:12]1[CH:17]=[CH:16][CH:15]=[CH:14][CH:13]=1, predict the reactants needed to synthesize it. The reactants are: [OH:1][NH:2][C:3](=[O:18])[C:4]1[CH:9]=[CH:8][CH:7]=[CH:6][C:5]=1[C:10]#[C:11][C:12]1[CH:17]=[CH:16][CH:15]=[CH:14][CH:13]=1.